From a dataset of Catalyst prediction with 721,799 reactions and 888 catalyst types from USPTO. Predict which catalyst facilitates the given reaction. Reactant: [H-].[Na+].[Cl:3][C:4]1[CH:9]=[CH:8][N:7]=[C:6]2[NH:10][CH:11]=[C:12]([C:13]#[N:14])[C:5]=12.[CH3:15][Si:16]([CH3:23])([CH3:22])[CH2:17][CH2:18][O:19][CH2:20]Cl. Product: [Cl:3][C:4]1[CH:9]=[CH:8][N:7]=[C:6]2[N:10]([CH2:20][O:19][CH2:18][CH2:17][Si:16]([CH3:23])([CH3:22])[CH3:15])[CH:11]=[C:12]([C:13]#[N:14])[C:5]=12. The catalyst class is: 56.